Dataset: Reaction yield outcomes from USPTO patents with 853,638 reactions. Task: Predict the reaction yield, written as a fraction of the theoretical maximum amount of product (1.0 means a 100% yield; for example, 0.34 means a 34% yield). The reactants are C(OC(=O)[NH:7][C:8](=[NH:64])[C:9]1[S:10][C:11]([S:62][CH3:63])=[C:12]([S:14]([C:17]2[CH:18]=[C:19]([C:23]3[C:28]([CH3:29])=[CH:27][CH:26]=[CH:25][C:24]=3[NH:30][C:31]([NH:33][CH2:34][CH2:35][CH2:36][CH2:37][C:38]3[N:39]=[N:40][N:41](C(C4C=CC=CC=4)(C4C=CC=CC=4)C4C=CC=CC=4)[N:42]=3)=[O:32])[CH:20]=[CH:21][CH:22]=2)(=[O:16])=[O:15])[CH:13]=1)(C)(C)C.[C:66]([OH:72])([C:68]([F:71])([F:70])[F:69])=[O:67].C(Cl)Cl. No catalyst specified. The product is [F:69][C:68]([F:71])([F:70])[C:66]([OH:72])=[O:67].[CH3:63][S:62][C:11]1[S:10][C:9]([C:8]([NH2:64])=[NH:7])=[CH:13][C:12]=1[S:14]([C:17]1[CH:18]=[C:19]([C:23]2[C:28]([CH3:29])=[CH:27][CH:26]=[CH:25][C:24]=2[NH:30][C:31]([NH:33][CH2:34][CH2:35][CH2:36][CH2:37][C:38]2[N:39]=[N:40][NH:41][N:42]=2)=[O:32])[CH:20]=[CH:21][CH:22]=1)(=[O:16])=[O:15]. The yield is 0.450.